This data is from Full USPTO retrosynthesis dataset with 1.9M reactions from patents (1976-2016). The task is: Predict the reactants needed to synthesize the given product. (1) Given the product [C:1]([O:5][C:6](=[O:19])[C:7]([S:10][C:11]1[S:12][CH:13]=[C:14]([CH2:16][CH2:17][NH:18][C:23](=[O:24])[CH2:22][C:21]([CH3:20])=[O:25])[N:15]=1)([CH3:9])[CH3:8])([CH3:2])([CH3:4])[CH3:3], predict the reactants needed to synthesize it. The reactants are: [C:1]([O:5][C:6](=[O:19])[C:7]([S:10][C:11]1[S:12][CH:13]=[C:14]([CH2:16][CH2:17][NH2:18])[N:15]=1)([CH3:9])[CH3:8])([CH3:4])([CH3:3])[CH3:2].[CH2:20]=[C:21]1[O:25][C:23](=[O:24])[CH2:22]1. (2) Given the product [Br:1][C:2]1[C:10]([C:20]#[N:21])=[CH:9][CH:8]=[C:7]2[C:3]=1[CH2:4][CH2:5][C:6]2=[O:19], predict the reactants needed to synthesize it. The reactants are: [Br:1][C:2]1[C:10](OS(C(F)(F)F)(=O)=O)=[CH:9][CH:8]=[C:7]2[C:3]=1[CH2:4][CH2:5][C:6]2=[O:19].[CH3:20][N:21](C)C=O. (3) Given the product [CH3:1][C:2]1[CH:7]=[C:6]([C:25]2[CH:26]=[N:27][N:28]([CH:30]([C:32]3[CH:41]=[CH:40][C:35]([C:36]([O:38][CH3:39])=[O:37])=[CH:34][CH:33]=3)[CH3:31])[CH:29]=2)[CH:5]=[C:4]([NH:17][C:18]2[N:19]=[CH:20][CH:21]=[CH:22][N:23]=2)[CH:3]=1, predict the reactants needed to synthesize it. The reactants are: [CH3:1][C:2]1[CH:3]=[C:4]([NH:17][C:18]2[N:23]=[CH:22][CH:21]=[CH:20][N:19]=2)[CH:5]=[C:6](B2OC(C)(C)C(C)(C)O2)[CH:7]=1.Br[C:25]1[CH:26]=[N:27][N:28]([CH:30]([C:32]2[CH:41]=[CH:40][C:35]([C:36]([O:38][CH3:39])=[O:37])=[CH:34][CH:33]=2)[CH3:31])[CH:29]=1.CC(C1C=C(C(C)C)C(C2C=CC=CC=2P(C2CCCCC2)C2CCCCC2)=C(C(C)C)C=1)C.C(=O)([O-])[O-].[Cs+].[Cs+]. (4) The reactants are: [F:1][C:2]1[CH:7]=[CH:6][C:5]([C:8]2[C:25]([C:26]3[CH:31]=[CH:30][C:29](=[O:32])[N:28]([C:33]4[CH:38]=[CH:37][CH:36]=[CH:35][C:34]=4[CH3:39])[N:27]=3)=[C:11]3[N:12]([CH2:16][CH2:17][C:18]([O:20]C(C)(C)C)=[O:19])[CH2:13][CH2:14][CH2:15][N:10]3[N:9]=2)=[CH:4][CH:3]=1.FC(F)(F)C(O)=O.O.C([O-])(O)=O.[Na+]. Given the product [F:1][C:2]1[CH:3]=[CH:4][C:5]([C:8]2[C:25]([C:26]3[CH:31]=[CH:30][C:29](=[O:32])[N:28]([C:33]4[CH:38]=[CH:37][CH:36]=[CH:35][C:34]=4[CH3:39])[N:27]=3)=[C:11]3[N:12]([CH2:16][CH2:17][C:18]([OH:20])=[O:19])[CH2:13][CH2:14][CH2:15][N:10]3[N:9]=2)=[CH:6][CH:7]=1, predict the reactants needed to synthesize it. (5) Given the product [C:36]([O:35][C:33](=[O:34])[CH2:32][N:25]1[CH2:26][CH:23]([C:21]2[CH:20]=[CH:19][C:16]3[C:17]4[N:18]=[C:9]([C:8]5[N:4]([CH:1]([CH3:3])[CH3:2])[N:5]=[CH:6][N:7]=5)[S:10][C:11]=4[CH2:12][CH2:13][O:14][C:15]=3[CH:22]=2)[CH2:24]1)([CH3:39])([CH3:38])[CH3:37], predict the reactants needed to synthesize it. The reactants are: [CH:1]([N:4]1[C:8]([C:9]2[S:10][C:11]3[CH2:12][CH2:13][O:14][C:15]4[CH:22]=[C:21]([CH:23]5[CH2:26][N:25](CC(N)=O)[CH2:24]5)[CH:20]=[CH:19][C:16]=4[C:17]=3[N:18]=2)=[N:7][CH:6]=[N:5]1)([CH3:3])[CH3:2].Br[CH2:32][C:33]([O:35][C:36]([CH3:39])([CH3:38])[CH3:37])=[O:34].